Dataset: Full USPTO retrosynthesis dataset with 1.9M reactions from patents (1976-2016). Task: Predict the reactants needed to synthesize the given product. (1) Given the product [CH3:24][O:23][C:21](=[O:22])[C:20](=[N:10][NH:6][C:5]1[CH:7]=[CH:8][C:2]([F:1])=[CH:3][CH:4]=1)[Cl:19], predict the reactants needed to synthesize it. The reactants are: [F:1][C:2]1[CH:8]=[CH:7][C:5]([NH2:6])=[CH:4][CH:3]=1.Cl.[N:10]([O-])=O.[Na+].CC([O-])=O.[Na+].[Cl:19][CH:20](C(C)=O)[C:21]([O:23][CH3:24])=[O:22]. (2) Given the product [F:1][C:2]([C@:3]1([OH:35])[O:11][C@@H:10]2[CH2:9][C:8](=[O:18])[C@H:7]([CH2:19][CH2:20][CH2:21][CH2:22][CH2:23][CH2:24][C:25]([O:27][CH2:28][C:29]3[CH:34]=[CH:33][CH:32]=[CH:31][CH:30]=3)=[O:26])[C@H:6]2[CH2:5][CH2:4]1)([F:40])[CH2:36][CH2:37][CH2:38][CH3:39], predict the reactants needed to synthesize it. The reactants are: [F:1][C:2]([F:40])([CH2:36][CH2:37][CH2:38][CH3:39])[C:3](=[O:35])[CH2:4][CH2:5][C@H:6]1[C@H:10]([O:11]C2CCCCO2)[CH2:9][C:8](=[O:18])[C@@H:7]1[CH2:19][CH2:20][CH2:21][CH2:22][CH2:23][CH2:24][C:25]([O:27][CH2:28][C:29]1[CH:34]=[CH:33][CH:32]=[CH:31][CH:30]=1)=[O:26]. (3) The reactants are: Cl.Cl[CH2:3][C:4]1[N:8]2[CH:9]=[C:10]([F:13])[CH:11]=[CH:12][C:7]2=[N:6][C:5]=1[C:14]1[CH:19]=[CH:18][C:17]([F:20])=[CH:16][CH:15]=1.[F:21][C:22]1[CH:27]=[C:26]([F:28])[N:25]=[C:24]([NH2:29])[N:23]=1. Given the product [F:21][C:22]1[CH:27]=[C:26]([F:28])[N:25]=[C:24]([NH:29][CH2:3][C:4]2[N:8]3[CH:9]=[C:10]([F:13])[CH:11]=[CH:12][C:7]3=[N:6][C:5]=2[C:14]2[CH:19]=[CH:18][C:17]([F:20])=[CH:16][CH:15]=2)[N:23]=1, predict the reactants needed to synthesize it. (4) The reactants are: Cl.[Cl:2][C:3]1[CH:8]=[CH:7][CH:6]=[CH:5][C:4]=1[C:9](=[O:15])[CH2:10][CH2:11][N:12]([CH3:14])C.[Br:16][C:17]1[CH:18]=C([CH:21]=[CH:22][CH:23]=1)N. Given the product [Br:16][C:17]1[CH:18]=[C:14]([NH:12][CH2:11][CH2:10][C:9]([C:4]2[CH:5]=[CH:6][CH:7]=[CH:8][C:3]=2[Cl:2])=[O:15])[CH:21]=[CH:22][CH:23]=1, predict the reactants needed to synthesize it. (5) Given the product [CH2:15]([S:17][C:18]1[CH:26]=[C:25]([C:27]([F:29])([F:28])[F:30])[CH:24]=[CH:23][C:19]=1[C:20]([NH:11][C:10]1[CH:12]=[CH:13][C:7]([C:2]([F:14])([F:1])[C:3]([F:5])([F:4])[F:6])=[CH:8][CH:9]=1)=[O:21])[CH3:16], predict the reactants needed to synthesize it. The reactants are: [F:1][C:2]([F:14])([C:7]1[CH:13]=[CH:12][C:10]([NH2:11])=[CH:9][CH:8]=1)[C:3]([F:6])([F:5])[F:4].[CH2:15]([S:17][C:18]1[CH:26]=[C:25]([C:27]([F:30])([F:29])[F:28])[CH:24]=[CH:23][C:19]=1[C:20](O)=[O:21])[CH3:16].CCN=C=NCCCN(C)C.Cl.C(=O)(O)[O-].[Na+].